Dataset: Full USPTO retrosynthesis dataset with 1.9M reactions from patents (1976-2016). Task: Predict the reactants needed to synthesize the given product. (1) Given the product [OH:17][C:15]1[CH:16]=[C:7]([C:5]2[C:4]([C:35]([O:37][CH3:38])=[O:36])=[N:3][N:2]([CH3:1])[CH:6]=2)[CH:8]=[C:9]2[C:14]=1[N:13]=[CH:12][NH:11][C:10]2=[O:34], predict the reactants needed to synthesize it. The reactants are: [CH3:1][N:2]1[CH:6]=[C:5]([C:7]2[CH:8]=[C:9]3[C:14](=[C:15]([O:17]COCC[Si](C)(C)C)[CH:16]=2)[N:13]=[CH:12][N:11](COCC[Si](C)(C)C)[C:10]3=[O:34])[C:4]([C:35]([O:37][CH3:38])=[O:36])=[N:3]1. (2) Given the product [CH:1]12[CH2:10][CH:5]3[CH2:6][CH:7]([CH2:9][CH:3]([CH2:4]3)[CH:2]1[NH:11][C:12]([C@H:13]1[CH2:17][C@@H:16]([OH:18])[CH2:15][N:14]1[CH2:40][CH:37]1[CH2:38][CH2:39][N:34]([C:27]([O:29][C:30]([CH3:31])([CH3:33])[CH3:32])=[O:28])[CH2:35][CH2:36]1)=[O:19])[CH2:8]2, predict the reactants needed to synthesize it. The reactants are: [CH:1]12[CH2:10][CH:5]3[CH2:6][CH:7]([CH2:9][CH:3]([CH2:4]3)[CH:2]1[NH:11][C:12](=[O:19])[C@H:13]1[CH2:17][C@@H:16]([OH:18])[CH2:15][NH:14]1)[CH2:8]2.C(O)(C(F)(F)F)=O.[C:27]([N:34]1[CH2:39][CH2:38][CH:37]([CH:40]=O)[CH2:36][CH2:35]1)([O:29][C:30]([CH3:33])([CH3:32])[CH3:31])=[O:28].C([BH3-])#N.[Na+]. (3) Given the product [Br:1][C:2]1[CH:7]=[CH:6][CH:5]=[C:4]([O:8][CH:19]2[CH2:18][CH2:9]2)[CH:3]=1, predict the reactants needed to synthesize it. The reactants are: [Br:1][C:2]1[CH:3]=[C:4]([OH:8])[CH:5]=[CH:6][CH:7]=1.[C:9](=O)([O-])[O-].[K+].[K+].C(O[CH2:18][CH3:19])C. (4) Given the product [CH2:12]([O:10][CH2:9][C@@H:7]1[CH2:6][O:5][C:4]([CH3:11])([CH3:3])[O:8]1)[C:13]1[CH:18]=[CH:17][CH:16]=[CH:15][CH:14]=1, predict the reactants needed to synthesize it. The reactants are: [H-].[Na+].[CH3:3][C:4]1([CH3:11])[O:8][CH:7]([CH2:9][OH:10])[CH2:6][O:5]1.[CH2:12](Br)[C:13]1[CH:18]=[CH:17][CH:16]=[CH:15][CH:14]=1.O. (5) Given the product [CH2:20]([O:22][CH:23]([O:26][CH2:27][CH3:28])[CH:24]([C:2]1[CH:3]=[CH:4][CH:5]=[CH:6][N:1]=1)[CH:17]([CH:18]1[CH2:31][CH2:30][CH2:29][CH2:33][CH2:19]1)[CH3:16])[CH3:21], predict the reactants needed to synthesize it. The reactants are: [N:1]1[CH:6]=[CH:5][CH:4]=[CH:3][C:2]=1C(C1CCCCC1)C.[Li+].[CH3:16][CH2:17][CH2:18][CH2-:19].[CH2:20]([O:22][CH:23]([O:26][CH2:27][CH3:28])[CH2:24]Br)[CH3:21].[CH2:29]1[CH2:33]O[CH2:31][CH2:30]1. (6) Given the product [CH2:1]1[CH2:12][O:11][C:10]2[CH:9]=[CH:8][C:5]([CH:6]=[N+:19]([CH:13]3[CH2:18][CH2:17][CH2:16][CH2:15][CH2:14]3)[O-:20])=[CH:4][C:3]=2[O:2]1, predict the reactants needed to synthesize it. The reactants are: [CH2:1]1[CH2:12][O:11][C:10]2[CH:9]=[CH:8][C:5]([CH:6]=O)=[CH:4][C:3]=2[O:2]1.[CH:13]1([NH:19][OH:20])[CH2:18][CH2:17][CH2:16][CH2:15][CH2:14]1.